This data is from Retrosynthesis with 50K atom-mapped reactions and 10 reaction types from USPTO. The task is: Predict the reactants needed to synthesize the given product. (1) Given the product Nc1cccnc1-n1cccn1, predict the reactants needed to synthesize it. The reactants are: O=[N+]([O-])c1cccnc1-n1cccn1. (2) Given the product CCOc1ccc(NC(=O)c2cn(CC)c3c2C(=O)CCC3)cc1, predict the reactants needed to synthesize it. The reactants are: CCI.CCOc1ccc(NC(=O)c2c[nH]c3c2C(=O)CCC3)cc1.